From a dataset of Catalyst prediction with 721,799 reactions and 888 catalyst types from USPTO. Predict which catalyst facilitates the given reaction. (1) Reactant: [NH2:1][C:2]1[C:3]([C:16]2[CH:24]=[CH:23][C:19]([C:20](O)=[O:21])=[C:18]([F:25])[CH:17]=2)=[N:4][C:5]([C@H:8]2[CH2:13][CH2:12][C@H:11]([OH:14])[C@@H:10]([F:15])[CH2:9]2)=[CH:6][N:7]=1.Cl.[NH2:27][C@@H:28]([C:31]1[CH:36]=[C:35]([F:37])[CH:34]=[C:33]([Br:38])[CH:32]=1)[CH2:29][OH:30].C(Cl)CCl.CCN(C(C)C)C(C)C.C(O)(C(F)(F)F)=O. Product: [NH2:1][C:2]1[C:3]([C:16]2[CH:24]=[CH:23][C:19]([C:20]([NH:27][C@@H:28]([C:31]3[CH:36]=[C:35]([F:37])[CH:34]=[C:33]([Br:38])[CH:32]=3)[CH2:29][OH:30])=[O:21])=[C:18]([F:25])[CH:17]=2)=[N:4][C:5]([C@H:8]2[CH2:13][CH2:12][C@H:11]([OH:14])[C@@H:10]([F:15])[CH2:9]2)=[CH:6][N:7]=1. The catalyst class is: 18. (2) Product: [Br:1][C:2]1[CH:3]=[C:4]2[C:5](=[CH:9][CH:10]=1)[C:6](=[O:8])[O:14][C:12](=[O:13])[CH2:11]2. The catalyst class is: 152. Reactant: [Br:1][C:2]1[CH:10]=[CH:9][C:5]([C:6]([OH:8])=O)=[C:4]([CH2:11][C:12]([OH:14])=[O:13])[CH:3]=1. (3) Reactant: [CH3:1][C:2]1[O:6][N:5]=[C:4]([C:7]2[CH:12]=[CH:11][CH:10]=[CH:9][CH:8]=2)[C:3]=1[C:13]#[C:14][C:15]1[CH:16]=[C:17]([CH:21]=[CH:22][CH:23]=1)[C:18](O)=[O:19].F[B-](F)(F)F.[N:29]1(OC(N(C)C)=[N+](C)C)[C:33]2[CH:34]=[CH:35][CH:36]=CC=2N=N1.NCC1CC1.C(N(C(C)C)C(C)C)C. Product: [CH:34]1([CH2:33][NH:29][C:18](=[O:19])[C:17]2[CH:21]=[CH:22][CH:23]=[C:15]([C:14]#[C:13][C:3]3[C:4]([C:7]4[CH:12]=[CH:11][CH:10]=[CH:9][CH:8]=4)=[N:5][O:6][C:2]=3[CH3:1])[CH:16]=2)[CH2:36][CH2:35]1. The catalyst class is: 9. (4) Reactant: [CH3:1][NH:2][C@H:3]([C:11]1[CH:16]=[CH:15][C:14]([C:17]2[CH:22]=[CH:21][C:20]([C:23]([O:25][CH2:26][CH3:27])=[O:24])=[CH:19][CH:18]=2)=[CH:13][CH:12]=1)[CH2:4][N:5]1[CH2:10][CH2:9][O:8][CH2:7][CH2:6]1.[Cl:28][C:29]1[C:30]([Cl:44])=[CH:31][C:32]2[O:37][CH2:36][C:35](=[O:38])[N:34]([CH2:39][C:40]([OH:42])=O)[C:33]=2[CH:43]=1.C(N(CC)CC)C.F[P-](F)(F)(F)(F)F.N1(O[P+](N(C)C)(N(C)C)N(C)C)C2C=CC=CC=2N=N1. Product: [Cl:28][C:29]1[C:30]([Cl:44])=[CH:31][C:32]2[O:37][CH2:36][C:35](=[O:38])[N:34]([CH2:39][C:40]([N:2]([CH3:1])[C@H:3]([C:11]3[CH:12]=[CH:13][C:14]([C:17]4[CH:22]=[CH:21][C:20]([C:23]([O:25][CH2:26][CH3:27])=[O:24])=[CH:19][CH:18]=4)=[CH:15][CH:16]=3)[CH2:4][N:5]3[CH2:10][CH2:9][O:8][CH2:7][CH2:6]3)=[O:42])[C:33]=2[CH:43]=1. The catalyst class is: 3. (5) Product: [CH3:27][CH:7]1[CH2:6][CH:5]([C:3]([OH:4])=[O:2])[C:14]2[C:9](=[CH:10][CH:11]=[CH:12][CH:13]=2)[N:8]1[C:15](=[O:26])[C:16]1[CH:17]=[CH:18][C:19]([C:22]([F:24])([F:23])[F:25])=[CH:20][CH:21]=1. Reactant: C[O:2][C:3]([C@H:5]1[C:14]2[C:9](=[CH:10][CH:11]=[CH:12][CH:13]=2)[N:8]([C:15](=[O:26])[C:16]2[CH:21]=[CH:20][C:19]([C:22]([F:25])([F:24])[F:23])=[CH:18][CH:17]=2)[C@@H:7]([CH3:27])[CH2:6]1)=[O:4].[OH-].[Li+].CO.Cl. The catalyst class is: 30. (6) Reactant: [NH2:1][C:2]1[C:10]([Cl:11])=[CH:9][CH:8]=[CH:7][C:3]=1[C:4]([OH:6])=[O:5].Cl[C:13](Cl)([O:15]C(=O)OC(Cl)(Cl)Cl)Cl.N1C=CC=CC=1. Product: [Cl:11][C:10]1[C:2]2[NH:1][C:13](=[O:15])[O:5][C:4](=[O:6])[C:3]=2[CH:7]=[CH:8][CH:9]=1. The catalyst class is: 291. (7) Reactant: [Br:1][C:2]1[S:3][CH:4]=[CH:5][C:6]=1[C:7]([OH:9])=[O:8].CNN(NC)C1C=CN=CC=1.[CH2:21](O)[C:22]1[CH:27]=[CH:26][CH:25]=[CH:24][CH:23]=1.C(N(CC)CC)C.Cl.C(N=C=NCCCN(C)C)C. Product: [CH2:21]([O:8][C:7]([C:6]1[CH:5]=[CH:4][S:3][C:2]=1[Br:1])=[O:9])[C:22]1[CH:27]=[CH:26][CH:25]=[CH:24][CH:23]=1. The catalyst class is: 34. (8) Reactant: [C:1]([O:4][C@H:5]1[CH2:22][CH2:21][C@@:20]2([CH3:23])[C@@H:7]([CH2:8][CH2:9][C@:10]3([CH3:34])[C@@H:19]2[CH2:18][CH2:17][C@H:16]2[C@@:11]3([CH3:33])[CH2:12][CH2:13][C@@:14]3([C:30](O)=[O:31])[CH2:26][CH2:25][C@@H:24]([CH:27]([CH3:29])[CH3:28])[C@@H:15]32)[C:6]1([CH3:36])[CH3:35])(=[O:3])[CH3:2].C(Cl)(=O)C(Cl)=O.CN(C=O)C.[F:48][C:49]1[CH:54]=[CH:53][C:52]([C:55]2[NH:59][C:58]([C@@H:60]3[CH2:64][CH2:63][CH2:62][NH:61]3)=[N:57][CH:56]=2)=[CH:51][CH:50]=1. Product: [C:1]([O:4][C@H:5]1[CH2:22][CH2:21][C@@:20]2([CH3:23])[C@@H:7]([CH2:8][CH2:9][C@:10]3([CH3:34])[C@@H:19]2[CH2:18][CH2:17][C@H:16]2[C@@:11]3([CH3:33])[CH2:12][CH2:13][C@@:14]3([C:30]([N:61]4[CH2:62][CH2:63][CH2:64][C@H:60]4[C:58]4[NH:59][C:55]([C:52]5[CH:51]=[CH:50][C:49]([F:48])=[CH:54][CH:53]=5)=[CH:56][N:57]=4)=[O:31])[CH2:26][CH2:25][C@@H:24]([CH:27]([CH3:28])[CH3:29])[C@@H:15]32)[C:6]1([CH3:35])[CH3:36])(=[O:3])[CH3:2]. The catalyst class is: 347. (9) Reactant: C[O:2][C:3]([C:5]1[O:6][C:7]2[CH:13]=[CH:12][C:11]([O:14][C:15]3[S:16][C:17]4[CH:23]=[CH:22][CH:21]=[CH:20][C:18]=4[N:19]=3)=[CH:10][C:8]=2[CH:9]=1)=O.CC(C[AlH]CC(C)C)C.[C@H](O)(C([O-])=O)[C@@H](O)C([O-])=O.[Na+].[K+].[NH4+].[Cl-]. Product: [S:16]1[C:17]2[CH:23]=[CH:22][CH:21]=[CH:20][C:18]=2[N:19]=[C:15]1[O:14][C:11]1[CH:12]=[CH:13][C:7]2[O:6][C:5]([CH2:3][OH:2])=[CH:9][C:8]=2[CH:10]=1. The catalyst class is: 2.